This data is from hERG potassium channel inhibition data for cardiac toxicity prediction from Karim et al.. The task is: Regression/Classification. Given a drug SMILES string, predict its toxicity properties. Task type varies by dataset: regression for continuous values (e.g., LD50, hERG inhibition percentage) or binary classification for toxic/non-toxic outcomes (e.g., AMES mutagenicity, cardiotoxicity, hepatotoxicity). Dataset: herg_karim. (1) The compound is C[C@H]1CN(c2c(F)c(N)c3c(c2F)[N+](C2CC2)=C[C@@H](C(=O)[O-])C3=O)C[C@@H](C)[NH2+]1. The result is 0 (non-blocker). (2) The compound is Cc1cc(F)ccc1C1CCN(CC2Cc3ccccc3CN2)CC1. The result is 1 (blocker). (3) The result is 1 (blocker). The compound is CNCc1ccc(Cl)cc1Oc1ccc(F)c(C)c1. (4) The molecule is O=NC(c1ccc(CN2CCC3(CC2)OCc2cc(F)ncc23)cc1)c1ccc(F)c(F)c1. The result is 1 (blocker). (5) The molecule is CC(C)c1cc(CNCCN2CC=C(c3ccc(Cl)c(Cl)c3)CC2)on1. The result is 1 (blocker).